This data is from Full USPTO retrosynthesis dataset with 1.9M reactions from patents (1976-2016). The task is: Predict the reactants needed to synthesize the given product. (1) The reactants are: Cl[C:2]1[N:7]=[CH:6][C:5]([CH:8]([CH3:10])[CH3:9])=[CH:4][N:3]=1.[F:11][C:12]1([F:58])[CH2:17][CH2:16][CH:15]([C:18]2[C:27]3[CH:26]([O:28]CC4C=CC(OC)=CC=4)[CH2:25][C:24]([CH3:39])([CH3:38])[CH2:23][C:22]=3[N:21]=[C:20]([CH:40]3[CH2:45][CH2:44][NH:43][CH2:42][CH2:41]3)[C:19]=2[CH:46]([F:57])[C:47]2[CH:52]=[CH:51][C:50]([C:53]([F:56])([F:55])[F:54])=[CH:49][CH:48]=2)[CH2:14][CH2:13]1. Given the product [F:58][C:12]1([F:11])[CH2:17][CH2:16][CH:15]([C:18]2[C:27]3[CH:26]([OH:28])[CH2:25][C:24]([CH3:38])([CH3:39])[CH2:23][C:22]=3[N:21]=[C:20]([CH:40]3[CH2:45][CH2:44][N:43]([C:2]4[N:7]=[CH:6][C:5]([CH:8]([CH3:10])[CH3:9])=[CH:4][N:3]=4)[CH2:42][CH2:41]3)[C:19]=2[CH:46]([F:57])[C:47]2[CH:52]=[CH:51][C:50]([C:53]([F:55])([F:56])[F:54])=[CH:49][CH:48]=2)[CH2:14][CH2:13]1, predict the reactants needed to synthesize it. (2) Given the product [CH3:13][O:14][C:15](=[O:34])[C@H:16]([CH2:24][C:25]1[CH:26]=[C:27]([I:33])[C:28]([O:32][CH2:45][C:44]2[CH:47]=[CH:48][C:41]([O:40][C:39]3[CH:49]=[CH:50][C:36]([OH:35])=[CH:37][CH:38]=3)=[CH:42][CH:43]=2)=[C:29]([I:31])[CH:30]=1)[NH:17][C:18](=[O:23])[C:19]([F:22])([F:20])[F:21], predict the reactants needed to synthesize it. The reactants are: CCOC(/N=N/C(OCC)=O)=O.[CH3:13][O:14][C:15](=[O:34])[C@H:16]([CH2:24][C:25]1[CH:30]=[C:29]([I:31])[C:28]([OH:32])=[C:27]([I:33])[CH:26]=1)[NH:17][C:18](=[O:23])[C:19]([F:22])([F:21])[F:20].[OH:35][C:36]1[CH:50]=[CH:49][C:39]([O:40][C:41]2[CH:48]=[CH:47][C:44]([CH2:45]O)=[CH:43][CH:42]=2)=[CH:38][CH:37]=1.C1(P(C2C=CC=CC=2)C2C=CC=CC=2)C=CC=CC=1. (3) Given the product [Cl:35][C:9]1[N:10]=[C:11]([C@H:13]2[N:21]3[C:16](=[CH:17][C:18]([C:23]4[CH:28]=[C:27]([Cl:29])[CH:26]=[CH:25][C:24]=4[N:30]4[CH:34]=[N:33][N:32]=[N:31]4)=[CH:19][C:20]3=[O:22])[CH2:15][CH2:14]2)[NH:12][C:8]=1[C:5]1[CH:6]=[CH:7][C:2]([NH:1][C:42](=[O:43])[CH2:41][O:40][CH2:39][CH2:38][O:37][CH3:36])=[CH:3][CH:4]=1, predict the reactants needed to synthesize it. The reactants are: [NH2:1][C:2]1[CH:7]=[CH:6][C:5]([C:8]2[NH:12][C:11]([C@H:13]3[N:21]4[C:16](=[CH:17][C:18]([C:23]5[CH:28]=[C:27]([Cl:29])[CH:26]=[CH:25][C:24]=5[N:30]5[CH:34]=[N:33][N:32]=[N:31]5)=[CH:19][C:20]4=[O:22])[CH2:15][CH2:14]3)=[N:10][C:9]=2[Cl:35])=[CH:4][CH:3]=1.[CH3:36][O:37][CH2:38][CH2:39][O:40][CH2:41][C:42](O)=[O:43]. (4) Given the product [NH2:30][C:7]1[C:6]2[N:16]=[C:3]([CH2:1][CH3:2])[N:4]([CH2:17][CH2:18][O:19][CH2:20][CH2:21][NH:22][C:23](=[O:29])[O:24][C:25]([CH3:28])([CH3:27])[CH3:26])[C:5]=2[C:14]2[CH:13]=[CH:12][CH:11]=[CH:10][C:9]=2[N:8]=1, predict the reactants needed to synthesize it. The reactants are: [CH2:1]([C:3]1[N:4]([CH2:17][CH2:18][O:19][CH2:20][CH2:21][NH:22][C:23](=[O:29])[O:24][C:25]([CH3:28])([CH3:27])[CH3:26])[C:5]2[C:14]3[CH:13]=[CH:12][CH:11]=[CH:10][C:9]=3[N+:8]([O-])=[CH:7][C:6]=2[N:16]=1)[CH3:2].[NH4+:30].[OH-].C1(C)C=CC(S(Cl)(=O)=O)=CC=1.O. (5) Given the product [F:38][C:37]([F:40])([F:39])[C:35]([OH:41])=[O:36].[NH2:1][CH2:2][C:3]1[CH:4]=[C:5]([C:9]2[CH:14]=[C:13]([CH3:15])[CH:12]=[C:11]([O:16][C:17]3[N:22]=[C:21]([C@@H:23]4[CH2:25][C@H:24]4[C:26]([OH:28])=[O:27])[CH:20]=[CH:19][CH:18]=3)[CH:10]=2)[CH:6]=[CH:7][CH:8]=1, predict the reactants needed to synthesize it. The reactants are: [NH2:1][CH2:2][C:3]1[CH:4]=[C:5]([C:9]2[CH:14]=[C:13]([CH3:15])[CH:12]=[C:11]([O:16][C:17]3[N:22]=[C:21]([CH:23]4[CH2:25][CH:24]4[C:26]([O:28]C(C)(C)C)=[O:27])[C:20](F)=[CH:19][C:18]=3F)[CH:10]=2)[CH:6]=[CH:7][CH:8]=1.[C:35]([OH:41])([C:37]([F:40])([F:39])[F:38])=[O:36]. (6) Given the product [CH3:21][O:20][C:18](=[O:19])[CH2:17][C:11]1([OH:15])[C:10]2[N:14]([C:7]3[CH:6]=[CH:5][N:4]=[C:3]([S:2][CH3:1])[C:8]=3[CH:9]=2)[CH2:13][CH2:12]1, predict the reactants needed to synthesize it. The reactants are: [CH3:1][S:2][C:3]1[C:8]2[CH:9]=[C:10]3[N:14]([C:7]=2[CH:6]=[CH:5][N:4]=1)[CH2:13][CH2:12][C:11]3=[O:15].Br[CH2:17][C:18]([O:20][CH3:21])=[O:19]. (7) Given the product [CH:7]1[C:2]2[C:3](=[CH:4][CH:5]=[CH:6][CH:1]=2)[CH:11]=[CH:9][C:8]=1[OH:10], predict the reactants needed to synthesize it. The reactants are: [CH3:1][CH2:2][CH2:3][CH2:4][CH2:5][CH3:6].[CH3:7][CH:8]([OH:10])[CH3:9].[CH3:11]COC(C)=O. (8) Given the product [F:1][C:2]1[CH:7]=[CH:6][C:5]([C:8]2[C:17]3[C:12](=[N:13][C:14]([C:18]([F:21])([F:20])[F:19])=[CH:15][CH:16]=3)[N:11]=[CH:10][CH:9]=2)=[CH:4][C:3]=1[C:37]1[CH:36]=[CH:35][CH:34]=[C:33]([C:30](=[O:32])[CH3:31])[CH:38]=1, predict the reactants needed to synthesize it. The reactants are: [F:1][C:2]1[CH:7]=[CH:6][C:5]([C:8]2[C:17]3[C:12](=[N:13][C:14]([C:18]([F:21])([F:20])[F:19])=[CH:15][CH:16]=3)[N:11]=[CH:10][CH:9]=2)=[CH:4][C:3]=1OS(C(F)(F)F)(=O)=O.[C:30]([C:33]1[CH:34]=[C:35](B(O)O)[CH:36]=[CH:37][CH:38]=1)(=[O:32])[CH3:31].